Dataset: Peptide-MHC class I binding affinity with 185,985 pairs from IEDB/IMGT. Task: Regression. Given a peptide amino acid sequence and an MHC pseudo amino acid sequence, predict their binding affinity value. This is MHC class I binding data. (1) The peptide sequence is RMRRAEPAA. The MHC is HLA-B57:01 with pseudo-sequence HLA-B57:01. The binding affinity (normalized) is 0. (2) The peptide sequence is AMEKSSKYY. The MHC is HLA-A11:01 with pseudo-sequence HLA-A11:01. The binding affinity (normalized) is 0. (3) The peptide sequence is LVILNAASL. The MHC is Patr-B0101 with pseudo-sequence Patr-B0101. The binding affinity (normalized) is 0.110. (4) The peptide sequence is VTCGNGIQVR. The MHC is HLA-A33:01 with pseudo-sequence HLA-A33:01. The binding affinity (normalized) is 0.616. (5) The peptide sequence is GLIYNRMGTV. The MHC is HLA-A02:01 with pseudo-sequence HLA-A02:01. The binding affinity (normalized) is 0.656. (6) The peptide sequence is PDVLRSDVY. The MHC is HLA-B40:01 with pseudo-sequence HLA-B40:01. The binding affinity (normalized) is 0. (7) The binding affinity (normalized) is 0.139. The peptide sequence is LLILTILAM. The MHC is HLA-B08:01 with pseudo-sequence HLA-B08:01. (8) The peptide sequence is YPASLHKFF. The MHC is HLA-A03:01 with pseudo-sequence HLA-A03:01. The binding affinity (normalized) is 0.0847. (9) The peptide sequence is IYVLVMLVL. The MHC is HLA-B53:01 with pseudo-sequence HLA-B53:01. The binding affinity (normalized) is 0.0987.